Dataset: Reaction yield outcomes from USPTO patents with 853,638 reactions. Task: Predict the reaction yield, written as a fraction of the theoretical maximum amount of product (1.0 means a 100% yield; for example, 0.34 means a 34% yield). The reactants are [NH2:1][C:2]1[C:7]([OH:8])=[C:6]([Cl:9])[N:5]=[CH:4][N:3]=1.C([O-])([O-])=O.[Cs+].[Cs+].I[CH:17]([CH3:19])[CH3:18]. The catalyst is CC(C)=O. The product is [Cl:9][C:6]1[N:5]=[CH:4][N:3]=[C:2]([NH2:1])[C:7]=1[O:8][CH:17]([CH3:19])[CH3:18]. The yield is 0.248.